Dataset: Reaction yield outcomes from USPTO patents with 853,638 reactions. Task: Predict the reaction yield, written as a fraction of the theoretical maximum amount of product (1.0 means a 100% yield; for example, 0.34 means a 34% yield). (1) The reactants are Br[C:2]1[CH:3]=[C:4]2[C:11]3([N:15]=[C:14]([NH2:16])[C:13]([CH3:17])=[N:12]3)[CH2:10][CH2:9][O:8][C:5]2=[CH:6][CH:7]=1.[Cl:18][C:19]1[CH:20]=[C:21](B(O)O)[CH:22]=[N:23][CH:24]=1.C([O-])([O-])=O.[K+].[K+]. The catalyst is O1CCOCC1.Cl[Pd]Cl.C1(P(C2C=CC=CC=2)[C-]2C=CC=C2)C=CC=CC=1.[C-]1(P(C2C=CC=CC=2)C2C=CC=CC=2)C=CC=C1.[Fe+2]. The product is [Cl:18][C:19]1[CH:20]=[C:21]([C:2]2[CH:3]=[C:4]3[C:11]4([N:15]=[C:14]([NH2:16])[C:13]([CH3:17])=[N:12]4)[CH2:10][CH2:9][O:8][C:5]3=[CH:6][CH:7]=2)[CH:22]=[N:23][CH:24]=1. The yield is 0.630. (2) The reactants are [Cl-].O[NH3+:3].[C:4](=[O:7])([O-])[OH:5].[Na+].CS(C)=O.[F:13][C:14]1[CH:15]=[C:16]([C:47]2[C:48]([C:53]#[N:54])=[CH:49][CH:50]=[CH:51][CH:52]=2)[CH:17]=[CH:18][C:19]=1[CH2:20][C:21]1[C:22](=[O:46])[N:23]([C@H:33]2[CH2:38][CH2:37][C@H:36]([O:39][CH2:40][C:41]3([OH:45])[CH2:44][CH2:43][CH2:42]3)[CH2:35][CH2:34]2)[C:24]2[N:25]([N:30]=[CH:31][N:32]=2)[C:26]=1[CH2:27][CH2:28][CH3:29]. The catalyst is C(OCC)(=O)C. The product is [F:13][C:14]1[CH:15]=[C:16]([C:47]2[CH:52]=[CH:51][CH:50]=[CH:49][C:48]=2[C:53]2[NH:3][C:4](=[O:7])[O:5][N:54]=2)[CH:17]=[CH:18][C:19]=1[CH2:20][C:21]1[C:22](=[O:46])[N:23]([C@H:33]2[CH2:38][CH2:37][C@H:36]([O:39][CH2:40][C:41]3([OH:45])[CH2:44][CH2:43][CH2:42]3)[CH2:35][CH2:34]2)[C:24]2[N:25]([N:30]=[CH:31][N:32]=2)[C:26]=1[CH2:27][CH2:28][CH3:29]. The yield is 0.600. (3) The reactants are [F:1][C:2]1[CH:8]=[CH:7][C:5]([NH2:6])=[CH:4][C:3]=1[N+:9]([O-:11])=[O:10].[C:12]1(B(O)O)[CH:17]=[CH:16][CH:15]=[CH:14][CH:13]=1.C(N(CC)CC)C. The catalyst is ClCCl.C([O-])(=O)C.[Cu+2].C([O-])(=O)C. The product is [F:1][C:2]1[CH:8]=[CH:7][C:5]([NH:6][C:12]2[CH:17]=[CH:16][CH:15]=[CH:14][CH:13]=2)=[CH:4][C:3]=1[N+:9]([O-:11])=[O:10]. The yield is 0.705.